This data is from Human liver microsome stability data. The task is: Regression/Classification. Given a drug SMILES string, predict its absorption, distribution, metabolism, or excretion properties. Task type varies by dataset: regression for continuous measurements (e.g., permeability, clearance, half-life) or binary classification for categorical outcomes (e.g., BBB penetration, CYP inhibition). Dataset: hlm. (1) The molecule is O=C(NCCc1nc(-c2cccc(F)c2)cs1)c1cccs1. The result is 1 (stable in human liver microsomes). (2) The molecule is CC1CCC(C)C(N(C)c2ncnc3[nH]ccc23)C1. The result is 1 (stable in human liver microsomes). (3) The drug is CC(C)(CS(=O)(=O)c1ccc(-c2cccc(F)c2)cc1)C(=O)N[C@H](C#N)CC(N)=O. The result is 0 (unstable in human liver microsomes). (4) The compound is CC#C[C@@H](Cc1nn[nH]n1)c1ccc(OCc2ccc3scc(-c4ccc(OCCOC)cc4C)c3c2)cc1. The result is 0 (unstable in human liver microsomes). (5) The drug is O=C(Nc1cnn(-c2cccc(C(=O)Nc3cnn(C4CCNCC4)c3)c2)c1)Nc1ccccc1Cl. The result is 0 (unstable in human liver microsomes). (6) The molecule is CC1CCCCC1N(C)c1ncnc2[nH]ccc12. The result is 1 (stable in human liver microsomes). (7) The drug is Cc1ccc(C(=O)Nc2ccc(CN3CCC4C=NNC4C3)c(Cl)c2)cc1C#Cc1cnc2cccnn12. The result is 1 (stable in human liver microsomes). (8) The compound is COc1cc(C(=O)NC2CCNCC2)ccc1Nc1nc(Nc2ccccc2P(C)(C)=O)c2cc[nH]c2n1. The result is 0 (unstable in human liver microsomes). (9) The drug is Nc1ncc(-c2ccc(C(=O)N3CCOCC3)cc2)nc1-c1ccc(C(F)(F)F)cc1. The result is 0 (unstable in human liver microsomes). (10) The drug is O=c1n(Cc2nc3ccccc3n2CCCO)c2cnccc2n1C1CC1. The result is 1 (stable in human liver microsomes).